From a dataset of Experimentally validated miRNA-target interactions with 360,000+ pairs, plus equal number of negative samples. Binary Classification. Given a miRNA mature sequence and a target amino acid sequence, predict their likelihood of interaction. (1) The miRNA is rno-miR-93-5p with sequence CAAAGUGCUGUUCGUGCAGGUAG. The protein sequence of the target gene is MDHFFIKRKRNSEVKYTEACSSSSVESGIVNSDNIEKNTDSNLQTSTSFEPHFKKKKVSARRYNEDYLKYGFIKCEKPFENDRPQCVICNNILANESLKPSKLKRHLETQHAELIDKPLEYFQRKKKDIKLSTQFLSCSTAVSEKALLSSYLVAYRVAKEKIANTAAEKIILPACLDMVRTIFDDKSADKLKTIPNDNTVSLRICTIAEHLETMLITRLQSGIDFAIQLDESTDIGSCTTLLVYVRYAWQDDFLEDFLCFLNLTSHLSGLDIFTELERRIVGQYKLNWKNCKGITSDGTA.... Result: 0 (no interaction). (2) The miRNA is mmu-miR-876-5p with sequence UGGAUUUCUCUGUGAAUCACUA. The protein sequence of the target gene is MSSGESHQEQLSQSDPSPSPNSCSSFELIDMDASSSYEPVSPHWFYCKVLDSKELWIPFNSEDSQQLEDAYGSGKDCNERIVPTDGGRYDVHLGERMRYAVYWDELPSEVRRCTWFYKGDKDNKYVPYSESFSQVLEDTYMLAVTLDEWKKKIESPNREIIVLHNPKLMVHYQPIAGSDEWGSTSTEQGRPRSVKRGVENIPVDIHCGEPLQIDHLVFVVHGIGPACDLRFRSIVQCVNDFRSVSLNLLQTHFKKAQENEQIGRVEFLPVNWHSPLHSTGVDIDLQRITLPSINRLRHFT.... Result: 1 (interaction). (3) The miRNA is hsa-miR-193a-5p with sequence UGGGUCUUUGCGGGCGAGAUGA. The protein sequence of the target gene is MGPLQFRDVAIEFSLEEWHCLDTAQRNLYRNVMLENYRNLVFLGIVVSKPDLITCLEQGKKPLTMKKHEMVANPSVTCSHFARDLWPEQSIKDSFQKVTLRRYENYGHDNLQFKKGCESVDECKVHKRGYNGLNQYLTTTQSKIFQCDKYVKVIHKFSNSNRHKIRHTGKKPFKCIECGKAFNQSSTLTTHKKIHTGEKPFKCEECGKAFNWSSHLTTHKRIHTGEKRYKCEDCGKAFSRFSYLTAHKIIHSGEKPYKCEECGKAFKRSSNLTTHKIIHTGEKPYKCEECGKAFKRSSIL.... Result: 0 (no interaction).